This data is from HIV replication inhibition screening data with 41,000+ compounds from the AIDS Antiviral Screen. The task is: Binary Classification. Given a drug SMILES string, predict its activity (active/inactive) in a high-throughput screening assay against a specified biological target. (1) The compound is CCCCCC(=O)Nc1nn[nH]c1C(N)=O. The result is 0 (inactive). (2) The compound is O=S1(=O)CS(=O)(=O)CS(=O)(=O)C1. The result is 0 (inactive). (3) The compound is N=C(CSS(=O)(=O)O)NC1CC1. The result is 0 (inactive). (4) The compound is O=C1Nc2ccccc2C1=NNC(=S)N1CCCC1. The result is 0 (inactive). (5) The compound is Cc1cn(C2CCC(COP(=O)(OCC(=O)C(C)(C)C)OCC(=O)C(C)(C)C)O2)c(=O)[nH]c1=O. The result is 1 (active). (6) The molecule is CC1C=CN(N(C)C)C2=C1C(=O)c1cnccc1C2=O. The result is 0 (inactive). (7) The molecule is CN(C)c1ccc(C2CC(c3ccc4ccccc4c3O)=NN2c2ccc([N+](=O)[O-])cc2[N+](=O)[O-])cc1. The result is 0 (inactive). (8) The molecule is Cc1cn(C2OC(CO[Si](C)(C)C(C)(C)C)C(=CC#N)C2O[Si](C)(C)C(C)(C)C)c(=O)[nH]c1=O. The result is 0 (inactive).